From a dataset of Forward reaction prediction with 1.9M reactions from USPTO patents (1976-2016). Predict the product of the given reaction. (1) Given the reactants [CH3:1][CH2:2][CH2:3][CH2:4][N+:5]([CH2:14][CH2:15][CH2:16][CH3:17])([CH2:10][CH2:11][CH2:12][CH3:13])[CH2:6][CH2:7][CH2:8][CH3:9].[F-:18].[CH3:19][S:20]([CH3:22])=[O:21], predict the reaction product. The product is: [CH3:13][CH2:12][CH2:11][CH2:10][N+:5]([CH2:14][CH2:15][CH2:16][CH3:17])([CH2:4][CH2:3][CH2:2][CH3:1])[CH2:6][CH2:7][CH2:8][CH3:9].[F-:18].[CH3:19][S:20]([CH3:22])=[O:21]. (2) Given the reactants [CH2:1]([N:8]1[C:14]2[CH:15]=[CH:16][C:17]([Cl:19])=[CH:18][C:13]=2[C:12]([C:20]2[CH:25]=[CH:24][CH:23]=[CH:22][CH:21]=2)=[N:11][CH2:10][C:9]1=[O:26])[C:2]1[CH:7]=[CH:6][CH:5]=[CH:4][CH:3]=1.[CH3:27][O:28][C:29]1[CH:30]=[C:31]([CH:37]=[C:38]([O:40][CH3:41])[CH:39]=1)[O:32][CH2:33][C:34](O)=[O:35], predict the reaction product. The product is: [CH2:1]([N:8]1[C:14]2[CH:15]=[CH:16][C:17]([Cl:19])=[CH:18][C:13]=2[C@@:12]2([C:20]3[CH:25]=[CH:24][CH:23]=[CH:22][CH:21]=3)[C@H:33]([O:32][C:31]3[CH:37]=[C:38]([O:40][CH3:41])[CH:39]=[C:29]([O:28][CH3:27])[CH:30]=3)[C:34](=[O:35])[N:11]2[CH2:10][C:9]1=[O:26])[C:2]1[CH:7]=[CH:6][CH:5]=[CH:4][CH:3]=1. (3) Given the reactants Br.C(O[C:5](=O)[CH2:6][N:7]1[CH:12]=[C:11]([B:13]2[O:17][C:16]([CH3:19])([CH3:18])[C:15]([CH3:21])([CH3:20])[O:14]2)[CH:10]=[CH:9][C:8]1=[NH:22])C.O=P(Cl)(Cl)[Cl:26], predict the reaction product. The product is: [Cl:26][C:5]1[N:22]=[C:8]2[CH:9]=[CH:10][C:11]([B:13]3[O:17][C:16]([CH3:19])([CH3:18])[C:15]([CH3:21])([CH3:20])[O:14]3)=[CH:12][N:7]2[CH:6]=1. (4) The product is: [Br:1][C:2]1[CH:7]=[CH:6][C:5]([C:13]([F:19])([F:18])[C:14]([F:17])([F:16])[F:15])=[CH:4][CH:3]=1. Given the reactants [Br:1][C:2]1[CH:7]=[CH:6][C:5](I)=[CH:4][CH:3]=1.C[Si]([C:13]([F:19])([F:18])[C:14]([F:17])([F:16])[F:15])(C)C.[F-].[K+], predict the reaction product. (5) Given the reactants [N:1]1([CH2:7][C:8]2[CH:13]=[C:12]([C:14](O)=[O:15])[CH:11]=[CH:10][C:9]=2[C:17]2[CH:22]=[CH:21][CH:20]=[CH:19][CH:18]=2)[CH2:6][CH2:5][CH2:4][CH2:3][CH2:2]1.[Cl-].[Na+].[CH3:25][O:26][C:27]1[CH:28]=[C:29]([CH:31]=[CH:32][CH:33]=1)[NH2:30].F[P-](F)(F)(F)(F)F.N1(OC(N(C)C)=[N+](C)C)C2C=CC=CC=2N=N1.CN1CCOCC1, predict the reaction product. The product is: [CH3:25][O:26][C:27]1[CH:28]=[C:29]([NH:30][C:14]([C:12]2[CH:11]=[CH:10][C:9]([C:17]3[CH:18]=[CH:19][CH:20]=[CH:21][CH:22]=3)=[C:8]([CH2:7][N:1]3[CH2:6][CH2:5][CH2:4][CH2:3][CH2:2]3)[CH:13]=2)=[O:15])[CH:31]=[CH:32][CH:33]=1. (6) Given the reactants [F:1][C:2]([F:14])([F:13])[C:3]([C:7]1[S:11][C:10]([SH:12])=[N:9][CH:8]=1)([OH:6])[CH2:4][CH3:5].Br[C:16]1[CH:21]=[CH:20][N:19]=[C:18]([CH3:22])[CH:17]=1.CC1(C)C2C(=C(P(C3C=CC=CC=3)C3C=CC=CC=3)C=CC=2)OC2C(P(C3C=CC=CC=3)C3C=CC=CC=3)=CC=CC1=2.C(N(C(C)C)CC)(C)C, predict the reaction product. The product is: [F:14][C:2]([F:1])([F:13])[C:3]([C:7]1[S:11][C:10]([S:12][C:16]2[CH:21]=[CH:20][N:19]=[C:18]([CH3:22])[CH:17]=2)=[N:9][CH:8]=1)([OH:6])[CH2:4][CH3:5]. (7) The product is: [CH2:23]([C:7]1[CH:8]=[C:9]2[C:14](=[CH:15][CH:16]=1)[C:13]([C:17]([O:19][CH3:20])=[O:18])=[CH:12][CH:11]=[CH:10]2)[CH2:24][CH2:25][CH2:26][CH2:27][CH3:28]. Given the reactants FC(F)(F)S(O[C:7]1[CH:8]=[C:9]2[C:14](=[CH:15][CH:16]=1)[C:13]([C:17]([O:19][CH3:20])=[O:18])=[CH:12][CH:11]=[CH:10]2)(=O)=O.[CH2:23]([Mg]Br)[CH2:24][CH2:25][CH2:26][CH2:27][CH3:28], predict the reaction product. (8) The product is: [NH2:18][C:16]1[NH:15][N:14]=[C:13]([NH:12][C:5]2[CH:6]=[C:7]([C:8]([F:11])([F:10])[F:9])[C:2]([C:52]3[CH:53]=[CH:48][CH:49]=[C:50]([S:54]([N:57]([CH3:59])[CH3:58])(=[O:55])=[O:56])[CH:51]=3)=[C:3]([Cl:19])[CH:4]=2)[N:17]=1. Given the reactants Br[C:2]1[C:7]([C:8]([F:11])([F:10])[F:9])=[CH:6][C:5]([NH:12][C:13]2[N:17]=[C:16]([NH2:18])[NH:15][N:14]=2)=[CH:4][C:3]=1[Cl:19].CN1C(C)(C)CC(SC2C=CC(B3OC(C)(C)C(C)(C)O3)=CC=2)CC1(C)C.B(O)(O)[C:48]1[CH:53]=[CH:52][CH:51]=[C:50]([S:54]([N:57]([CH3:59])[CH3:58])(=[O:56])=[O:55])[CH:49]=1.C([O-])([O-])=O.[K+].[K+], predict the reaction product. (9) Given the reactants [C:1]([O:5][C:6]([N:8]1[CH2:13][CH2:12][CH:11]([OH:14])[CH2:10][CH2:9]1)=[O:7])([CH3:4])([CH3:3])[CH3:2].O[C:16]1[CH:17]=[N:18][CH:19]=[CH:20][CH:21]=1.C1(P(C2C=CC=CC=2)C2C=CC=CC=2)C=CC=CC=1.N(C(OCC)=O)=NC(OCC)=O, predict the reaction product. The product is: [C:1]([O:5][C:6]([N:8]1[CH2:13][CH2:12][CH:11]([O:14][C:16]2[CH:17]=[N:18][CH:19]=[CH:20][CH:21]=2)[CH2:10][CH2:9]1)=[O:7])([CH3:4])([CH3:2])[CH3:3]. (10) Given the reactants [C:1]([NH:4][CH:5]([CH2:9][CH3:10])[C:6]([OH:8])=O)(=[O:3])[CH3:2].N1C=CC=CC=1.ClC(=O)[C:19]([O:21][CH2:22][CH3:23])=[O:20], predict the reaction product. The product is: [C:1]([NH:4][CH:5]([CH2:9][CH3:10])[C:6](=[O:8])[C:19]([O:21][CH2:22][CH3:23])=[O:20])(=[O:3])[CH3:2].